From a dataset of NCI-60 drug combinations with 297,098 pairs across 59 cell lines. Regression. Given two drug SMILES strings and cell line genomic features, predict the synergy score measuring deviation from expected non-interaction effect. (1) Drug 1: C1=C(C(=O)NC(=O)N1)N(CCCl)CCCl. Drug 2: CC1C(C(CC(O1)OC2CC(CC3=C2C(=C4C(=C3O)C(=O)C5=CC=CC=C5C4=O)O)(C(=O)C)O)N)O. Cell line: BT-549. Synergy scores: CSS=46.9, Synergy_ZIP=-9.29, Synergy_Bliss=-4.17, Synergy_Loewe=-1.56, Synergy_HSA=-0.182. (2) Drug 1: COC1=C(C=C2C(=C1)N=CN=C2NC3=CC(=C(C=C3)F)Cl)OCCCN4CCOCC4. Drug 2: CC1=C(C=C(C=C1)C(=O)NC2=CC(=CC(=C2)C(F)(F)F)N3C=C(N=C3)C)NC4=NC=CC(=N4)C5=CN=CC=C5. Cell line: LOX IMVI. Synergy scores: CSS=7.40, Synergy_ZIP=-4.45, Synergy_Bliss=-3.22, Synergy_Loewe=-2.03, Synergy_HSA=-1.20. (3) Drug 1: CCCCCOC(=O)NC1=NC(=O)N(C=C1F)C2C(C(C(O2)C)O)O. Drug 2: C1CC(=O)NC(=O)C1N2C(=O)C3=CC=CC=C3C2=O. Cell line: HOP-62. Synergy scores: CSS=-9.55, Synergy_ZIP=5.98, Synergy_Bliss=-5.04, Synergy_Loewe=-8.31, Synergy_HSA=-8.03. (4) Drug 1: C1CC(=O)NC(=O)C1N2CC3=C(C2=O)C=CC=C3N. Drug 2: CC12CCC3C(C1CCC2=O)CC(=C)C4=CC(=O)C=CC34C. Cell line: OVCAR-4. Synergy scores: CSS=56.4, Synergy_ZIP=3.27, Synergy_Bliss=2.53, Synergy_Loewe=2.42, Synergy_HSA=2.28. (5) Cell line: A498. Drug 2: B(C(CC(C)C)NC(=O)C(CC1=CC=CC=C1)NC(=O)C2=NC=CN=C2)(O)O. Drug 1: CC1=C(N=C(N=C1N)C(CC(=O)N)NCC(C(=O)N)N)C(=O)NC(C(C2=CN=CN2)OC3C(C(C(C(O3)CO)O)O)OC4C(C(C(C(O4)CO)O)OC(=O)N)O)C(=O)NC(C)C(C(C)C(=O)NC(C(C)O)C(=O)NCCC5=NC(=CS5)C6=NC(=CS6)C(=O)NCCC[S+](C)C)O. Synergy scores: CSS=47.1, Synergy_ZIP=3.01, Synergy_Bliss=2.53, Synergy_Loewe=2.92, Synergy_HSA=5.39.